From a dataset of Reaction yield outcomes from USPTO patents with 853,638 reactions. Predict the reaction yield, written as a fraction of the theoretical maximum amount of product (1.0 means a 100% yield; for example, 0.34 means a 34% yield). (1) The reactants are Cl[CH2:2][C:3](Cl)=[O:4].[N+:6]([C:9]1[CH:14]=[CH:13][C:12]([OH:15])=[C:11]([NH2:16])[CH:10]=1)([O-:8])=[O:7].C([O-])(O)=O.[Na+]. The catalyst is [Cl-].C([N+](C)(C)C)C1C=CC=CC=1.C(Cl)(Cl)Cl. The product is [N+:6]([C:9]1[CH:14]=[CH:13][C:12]2[O:15][CH2:2][C:3](=[O:4])[NH:16][C:11]=2[CH:10]=1)([O-:8])=[O:7]. The yield is 0.410. (2) The reactants are [N+:1]([C:4]1[CH:9]=[CH:8][C:7]([CH:10]2[CH2:15][C:14](=[O:16])O[C:12](=[O:17])[CH2:11]2)=[CH:6][CH:5]=1)([O-:3])=[O:2].[CH3:18][O:19][C:20]1[CH:27]=[CH:26][C:23]([CH2:24][NH2:25])=[CH:22][CH:21]=1. The catalyst is C1COCC1. The product is [CH3:18][O:19][C:20]1[CH:27]=[CH:26][C:23]([CH2:24][N:25]2[C:12](=[O:17])[CH2:11][CH:10]([C:7]3[CH:6]=[CH:5][C:4]([N+:1]([O-:3])=[O:2])=[CH:9][CH:8]=3)[CH2:15][C:14]2=[O:16])=[CH:22][CH:21]=1. The yield is 0.870. (3) The reactants are CC1(C)[O:6][C:5](=[CH:7][C:8]([N:10]([CH2:13][C:14]2[CH:19]=[CH:18][CH:17]=[CH:16][C:15]=2[O:20][CH:21]([CH3:23])[CH3:22])[O:11][CH3:12])=[O:9])[C:4](=O)[O:3]1.[CH3:26][S:27]([NH2:30])(=[O:29])=[O:28]. No catalyst specified. The product is [CH:21]([O:20][C:15]1[CH:16]=[CH:17][CH:18]=[CH:19][C:14]=1[CH2:13][N:10]([O:11][CH3:12])[C:8](=[O:9])[CH:7]=[C:5]([OH:6])[C:4]([NH:30][S:27]([CH3:26])(=[O:29])=[O:28])=[O:3])([CH3:23])[CH3:22]. The yield is 0.530. (4) The catalyst is C1COCC1. The reactants are [CH3:1][N:2]1[C:6]([C:7]([F:10])([F:9])[F:8])=[CH:5][C:4]([NH:11][C:12](=[O:20])OC2C=CC=CC=2)=[N:3]1.[CH3:21][O:22][C:23]1[CH:24]=[C:25]2[C:30](=[CH:31][C:32]=1[O:33][CH2:34][CH2:35][O:36][CH3:37])[N:29]=[CH:28][N:27]=[C:26]2[O:38][C:39]1[CH:40]=[C:41]([CH:43]=[CH:44][CH:45]=1)[NH2:42].C(N(CC)C(C)C)(C)C. The product is [CH3:21][O:22][C:23]1[CH:24]=[C:25]2[C:30](=[CH:31][C:32]=1[O:33][CH2:34][CH2:35][O:36][CH3:37])[N:29]=[CH:28][N:27]=[C:26]2[O:38][C:39]1[CH:40]=[C:41]([NH:42][C:12]([NH:11][C:4]2[CH:5]=[C:6]([C:7]([F:8])([F:9])[F:10])[N:2]([CH3:1])[N:3]=2)=[O:20])[CH:43]=[CH:44][CH:45]=1. The yield is 0.130. (5) The reactants are [Cl-].Cl[C:3]1[N:8]=[C:7]([C:9]2[S:13][CH:12]=[N:11][C:10]=2[C:14]2[CH:15]=[C:16]([NH:20][C:21](=[O:30])[C:22]3[C:27]([F:28])=[CH:26][CH:25]=[CH:24][C:23]=3[F:29])[CH:17]=[CH:18][CH:19]=2)[CH:6]=[CH:5][N:4]=1.[F:31][C:32]1[CH:33]=[C:34]([NH2:50])[CH:35]=[CH:36][C:37]=1[N:38]1[CH2:43][CH2:42][N:41]([CH2:44][CH2:45][S:46]([CH3:49])(=[O:48])=[O:47])[CH2:40][CH2:39]1. The catalyst is C(O)C(F)(F)F. The product is [F:31][C:32]1[CH:33]=[C:34]([NH2:50])[CH:35]=[CH:36][C:37]=1[N:38]1[CH2:43][CH2:42][N:41]([CH2:44][CH2:45][S:46]([CH3:49])(=[O:47])=[O:48])[CH2:40][CH2:39]1.[F:29][C:23]1[CH:24]=[CH:25][CH:26]=[C:27]([F:28])[C:22]=1[C:21]([NH:20][C:16]1[CH:17]=[CH:18][CH:19]=[C:14]([C:10]2[N:11]=[CH:12][S:13][C:9]=2[C:7]2[CH:6]=[CH:5][N:4]=[C:3]([NH:50][C:34]3[CH:35]=[CH:36][C:37]([N:38]4[CH2:43][CH2:42][N:41]([CH2:44][CH2:45][S:46]([CH3:49])(=[O:47])=[O:48])[CH2:40][CH2:39]4)=[C:32]([F:31])[CH:33]=3)[N:8]=2)[CH:15]=1)=[O:30]. The yield is 0.280. (6) The reactants are [NH2:1][C:2]1[CH:7]=[CH:6][CH:5]=[CH:4][C:3]=1[NH:8][C:9]1[N:14]=[CH:13][C:12]([CH2:15][C:16]([NH2:18])=[O:17])=[C:11]([NH:19][CH2:20][C:21]2[CH:26]=[C:25]([F:27])[CH:24]=[C:23]([F:28])[CH:22]=2)[CH:10]=1.[CH:29](OC)(OC)OC.O.C1(C)C=CC(S(O)(=O)=O)=CC=1. The catalyst is CO. The product is [N:8]1([C:9]2[N:14]=[CH:13][C:12]([CH2:15][C:16]([NH2:18])=[O:17])=[C:11]([NH:19][CH2:20][C:21]3[CH:26]=[C:25]([F:27])[CH:24]=[C:23]([F:28])[CH:22]=3)[CH:10]=2)[C:3]2[CH:4]=[CH:5][CH:6]=[CH:7][C:2]=2[N:1]=[CH:29]1. The yield is 0.940.